This data is from Forward reaction prediction with 1.9M reactions from USPTO patents (1976-2016). The task is: Predict the product of the given reaction. (1) Given the reactants [CH2:1]([N:3]1[C:12]2[C:7](=[CH:8][C:9]3[O:16][CH2:15][CH2:14][O:13][C:10]=3[CH:11]=2)[CH:6]([C:17]2[CH:22]=[CH:21][CH:20]=[CH:19][CH:18]=2)[NH:5][C:4]1=[S:23])[CH3:2], predict the reaction product. The product is: [CH2:1]([N:3]1[C:12]2[C:7](=[CH:8][C:9]3[O:16][CH2:15][CH2:14][O:13][C:10]=3[CH:11]=2)[C:6]([C:17]2[CH:18]=[CH:19][CH:20]=[CH:21][CH:22]=2)=[N:5][C:4]1=[S:23])[CH3:2]. (2) Given the reactants [C:1]([O:4][C:5]1[CH:15]=[CH:14][CH:13]=[C:7]2[C:8]([O:10][C:11](=[O:12])[C:6]=12)=O)(=[O:3])[CH3:2].FC(F)(F)C(O)=O.[NH2:23][CH:24]1[CH2:30][CH2:29][C:28](=[O:31])[NH:27][C:25]1=[O:26].CC([O-])=O.[Na+], predict the reaction product. The product is: [O:10]=[C:8]1[C:7]2[C:6](=[C:5]([O:4][C:1](=[O:3])[CH3:2])[CH:15]=[CH:14][CH:13]=2)[C:11](=[O:12])[N:23]1[CH:24]1[CH2:30][CH2:29][C:28](=[O:31])[NH:27][C:25]1=[O:26].